From a dataset of Full USPTO retrosynthesis dataset with 1.9M reactions from patents (1976-2016). Predict the reactants needed to synthesize the given product. (1) Given the product [C:22]1([CH2:28][CH2:29][CH2:30][CH2:31][CH2:32][O:13][C:14]2[CH:21]=[CH:20][C:17]([CH:18]=[O:19])=[CH:16][CH:15]=2)[CH:27]=[CH:26][CH:25]=[CH:24][CH:23]=1, predict the reactants needed to synthesize it. The reactants are: CCOC(/N=N/C(OCC)=O)=O.[OH:13][C:14]1[CH:21]=[CH:20][C:17]([CH:18]=[O:19])=[CH:16][CH:15]=1.[C:22]1([CH2:28][CH2:29][CH2:30][CH2:31][CH2:32]O)[CH:27]=[CH:26][CH:25]=[CH:24][CH:23]=1.C1(P(C2C=CC=CC=2)C2C=CC=CC=2)C=CC=CC=1. (2) Given the product [F:40][C:41]([F:46])([F:45])[C:42]([OH:44])=[O:43].[NH2:8][CH2:9][CH2:10][O:11][C:12]1[CH:37]=[C:36]([O:38][CH3:39])[CH:35]=[CH:34][C:13]=1[C:14]([NH:16][C:17]1[C:18]([NH:23][C:24](=[O:33])[C:25]2[CH:30]=[CH:29][C:28]([O:31][CH3:32])=[CH:27][CH:26]=2)=[CH:19][CH:20]=[CH:21][CH:22]=1)=[O:15], predict the reactants needed to synthesize it. The reactants are: C(OC([NH:8][CH2:9][CH2:10][O:11][C:12]1[CH:37]=[C:36]([O:38][CH3:39])[CH:35]=[CH:34][C:13]=1[C:14]([NH:16][C:17]1[C:18]([NH:23][C:24](=[O:33])[C:25]2[CH:30]=[CH:29][C:28]([O:31][CH3:32])=[CH:27][CH:26]=2)=[CH:19][CH:20]=[CH:21][CH:22]=1)=[O:15])=O)(C)(C)C.[F:40][C:41]([F:46])([F:45])[C:42]([OH:44])=[O:43]. (3) Given the product [CH:26]1([C:24]([NH:23][C@@H:22]2[C@H:18]3[O:17][CH2:16][C@H:15]([NH:14][C:8](=[O:10])[C:7]4[CH:11]=[CH:12][CH:13]=[C:5]([O:4][CH:1]([CH3:2])[CH3:3])[CH:6]=4)[C@H:19]3[O:20][CH2:21]2)=[O:25])[CH2:27][CH2:28]1, predict the reactants needed to synthesize it. The reactants are: [CH:1]([O:4][C:5]1[CH:6]=[C:7]([CH:11]=[CH:12][CH:13]=1)[C:8]([OH:10])=O)([CH3:3])[CH3:2].[NH2:14][C@@H:15]1[C@H:19]2[O:20][CH2:21][C@H:22]([NH:23][C:24]([CH:26]3[CH2:28][CH2:27]3)=[O:25])[C@H:18]2[O:17][CH2:16]1. (4) The reactants are: O[C@@H:2]1[CH2:11][C:6]2([CH2:10][CH2:9][CH2:8][CH2:7]2)[C@@H:5]([C:12]([O:14][CH3:15])=[O:13])[C:4]([CH3:16])=[CH:3]1.C([SiH](CC)CC)C.B(F)(F)F.CCOCC.[OH-].[Na+]. Given the product [CH3:16][C:4]1[CH:5]([C:12]([O:14][CH3:15])=[O:13])[C:6]2([CH2:11][CH2:2][CH:3]=1)[CH2:10][CH2:9][CH2:8][CH2:7]2, predict the reactants needed to synthesize it.